This data is from Catalyst prediction with 721,799 reactions and 888 catalyst types from USPTO. The task is: Predict which catalyst facilitates the given reaction. (1) Reactant: [Cl:1][C:2]1[C:3](=[O:9])[NH:4][N:5]=[CH:6][C:7]=1[Cl:8].CN(C=O)C.C([O-])([O-])=O.[K+].[K+].[CH2:21](Br)[C:22]1[CH:27]=[CH:26][CH:25]=[CH:24][CH:23]=1. Product: [CH2:21]([N:4]1[C:3](=[O:9])[C:2]([Cl:1])=[C:7]([Cl:8])[CH:6]=[N:5]1)[C:22]1[CH:27]=[CH:26][CH:25]=[CH:24][CH:23]=1. The catalyst class is: 6. (2) Reactant: S(Cl)([Cl:3])=O.[Cl:5][C:6]([Cl:18])=[C:7]([C:11]1[CH:16]=[CH:15][C:14]([Cl:17])=[CH:13][CH:12]=1)[C:8](O)=[O:9].N1C=CC=CC=1. The catalyst class is: 27. Product: [Cl:5][C:6]([Cl:18])=[C:7]([C:11]1[CH:16]=[CH:15][C:14]([Cl:17])=[CH:13][CH:12]=1)[C:8]([Cl:3])=[O:9]. (3) Reactant: C(OC(=O)[NH:7][C@@H:8]1[CH2:13][CH2:12][C@H:11]([NH:14][C:15](=[O:39])[CH2:16][NH:17][C:18](=[O:38])[C:19]2[CH:24]=[C:23]([C:25]([F:28])([F:27])[F:26])[CH:22]=[CH:21][C:20]=2[NH:29][C:30]([N:32]2[CH2:37][CH2:36][O:35][CH2:34][CH2:33]2)=[O:31])[C@H:10]([CH2:40][CH2:41][CH3:42])[CH2:9]1)(C)(C)C.ClCCl. Product: [NH2:7][C@@H:8]1[CH2:13][CH2:12][C@H:11]([NH:14][C:15]([CH2:16][NH:17][C:18]([C:19]2[CH:24]=[C:23]([C:25]([F:28])([F:27])[F:26])[CH:22]=[CH:21][C:20]=2[NH:29][C:30]([N:32]2[CH2:37][CH2:36][O:35][CH2:34][CH2:33]2)=[O:31])=[O:38])=[O:39])[C@H:10]([CH2:40][CH2:41][CH3:42])[CH2:9]1. The catalyst class is: 67. (4) Reactant: B1C2CCCC1CCC2.[CH2:10]=[C:11]1[CH2:16][CH2:15][N:14]([C:17]([O:19][CH2:20][C:21]2[CH:26]=[CH:25][CH:24]=[CH:23][CH:22]=2)=[O:18])[CH2:13][CH2:12]1.Br[C:28]1[N:33]=[C:32]([NH:34][C:35](=[O:41])[O:36][C:37]([CH3:40])([CH3:39])[CH3:38])[CH:31]=[CH:30][CH:29]=1.CN(C=O)C. Product: [C:37]([O:36][C:35]([NH:34][C:32]1[N:33]=[C:28]([CH2:10][CH:11]2[CH2:16][CH2:15][N:14]([C:17]([O:19][CH2:20][C:21]3[CH:22]=[CH:23][CH:24]=[CH:25][CH:26]=3)=[O:18])[CH2:13][CH2:12]2)[CH:29]=[CH:30][CH:31]=1)=[O:41])([CH3:40])([CH3:38])[CH3:39]. The catalyst class is: 20. (5) Reactant: [CH3:1][C:2]1[CH:6]=[C:5]([NH2:7])[N:4]([CH:8]2[CH2:13][CH2:12][N:11]([CH3:14])[CH2:10][CH2:9]2)[N:3]=1.[CH:15]1([C:18](=O)[CH2:19][C:20](=O)[C:21]([O:23][CH2:24][CH3:25])=[O:22])[CH2:17][CH2:16]1. Product: [CH:15]1([C:18]2[CH:19]=[C:20]([C:21]([O:23][CH2:24][CH3:25])=[O:22])[C:6]3[C:2]([CH3:1])=[N:3][N:4]([CH:8]4[CH2:13][CH2:12][N:11]([CH3:14])[CH2:10][CH2:9]4)[C:5]=3[N:7]=2)[CH2:16][CH2:17]1. The catalyst class is: 11.